Dataset: Full USPTO retrosynthesis dataset with 1.9M reactions from patents (1976-2016). Task: Predict the reactants needed to synthesize the given product. Given the product [CH3:24][C:12]1[CH:11]=[C:10]2[C:15](=[CH:14][CH:13]=1)[N:7]([C:1]1[CH:6]=[CH:5][CH:4]=[CH:3][CH:2]=1)[C:8](=[O:17])[CH2:9]2, predict the reactants needed to synthesize it. The reactants are: [C:1]1([N:7]2[C:15]3[C:10](=[CH:11][CH:12]=[CH:13][CH:14]=3)[C:9](=O)[C:8]2=[O:17])[CH:6]=[CH:5][CH:4]=[CH:3][CH:2]=1.[OH-].[K+].O.NN.O.[CH2:24](O)CO.